This data is from Full USPTO retrosynthesis dataset with 1.9M reactions from patents (1976-2016). The task is: Predict the reactants needed to synthesize the given product. (1) The reactants are: [CH2:1]([N:8]1[C:17]2[C:12](=[CH:13][C:14]([NH2:18])=[CH:15][CH:16]=2)[CH2:11][CH2:10][CH2:9]1)[C:2]1[CH:7]=[CH:6][CH:5]=[CH:4][CH:3]=1.Cl[C:20]1[N:29]=[CH:28][C:27]([CH:30]2[CH2:32][CH2:31]2)=[CH:26][C:21]=1[C:22]([O:24][CH3:25])=[O:23].C(=O)([O-])[O-].[Cs+].[Cs+]. Given the product [CH2:1]([N:8]1[C:17]2[C:12](=[CH:13][C:14]([NH:18][C:20]3[N:29]=[CH:28][C:27]([CH:30]4[CH2:32][CH2:31]4)=[CH:26][C:21]=3[C:22]([O:24][CH3:25])=[O:23])=[CH:15][CH:16]=2)[CH2:11][CH2:10][CH2:9]1)[C:2]1[CH:3]=[CH:4][CH:5]=[CH:6][CH:7]=1, predict the reactants needed to synthesize it. (2) Given the product [N:10]([C:7]1[C:2]([CH3:14])=[N:3][CH:4]=[C:5]([CH3:9])[N:6]=1)=[N+:11]=[N-:12], predict the reactants needed to synthesize it. The reactants are: Cl[C:2]1[C:7](C)=[N:6][C:5]([CH3:9])=[CH:4][N:3]=1.[N-:10]=[N+:11]=[N-:12].[Na+].[CH3:14]N(C)C=O.